Dataset: Forward reaction prediction with 1.9M reactions from USPTO patents (1976-2016). Task: Predict the product of the given reaction. (1) Given the reactants [Cl:1][C:2]1[CH:7]=[CH:6][CH:5]=[C:4]([Cl:8])[C:3]=1[CH2:9][S:10]([C:13]1[CH:14]=[C:15]2[C:19](=[CH:20][CH:21]=1)[NH:18][C:17](=[O:22])/[C:16]/2=[CH:23]\[C:24]1[NH:28][C:27]([CH3:29])=[C:26]([CH2:30][C:31]([OH:33])=O)[C:25]=1[CH3:34])(=[O:12])=[O:11].C1C=CC2N(O)N=NC=2C=1.CCN=C=NCCCN(C)C.[CH:56]1([NH:59][C:60]([C@@H:62]2[CH2:67][CH2:66][CH2:65][NH:64][CH2:63]2)=[O:61])[CH2:58][CH2:57]1, predict the reaction product. The product is: [CH:56]1([NH:59][C:60]([C@@H:62]2[CH2:67][CH2:66][CH2:65][N:64]([C:31](=[O:33])[CH2:30][C:26]3[C:25]([CH3:34])=[C:24](/[CH:23]=[C:16]4\[C:17](=[O:22])[NH:18][C:19]5[C:15]\4=[CH:14][C:13]([S:10]([CH2:9][C:3]4[C:4]([Cl:8])=[CH:5][CH:6]=[CH:7][C:2]=4[Cl:1])(=[O:12])=[O:11])=[CH:21][CH:20]=5)[NH:28][C:27]=3[CH3:29])[CH2:63]2)=[O:61])[CH2:58][CH2:57]1. (2) Given the reactants C([Li])(CC)C.[F:6][C:7]1[C:12]([F:13])=[CH:11][CH:10]=[CH:9][C:8]=1[Si:14]([CH3:17])([CH3:16])[CH3:15].C(O[B:22]1[O:26][C:25]([CH3:28])([CH3:27])[C:24]([CH3:30])([CH3:29])[O:23]1)(C)C, predict the reaction product. The product is: [F:6][C:7]1[C:12]([F:13])=[C:11]([B:22]2[O:26][C:25]([CH3:28])([CH3:27])[C:24]([CH3:30])([CH3:29])[O:23]2)[CH:10]=[CH:9][C:8]=1[Si:14]([CH3:17])([CH3:16])[CH3:15]. (3) Given the reactants C([O:4][C:5]1[CH:10]=[C:9]([C:11]#[N:12])[C:8](Br)=[C:7]([C:14]#[N:15])[C:6]=1[O:16]C(=O)C)(=O)C.[CH2:20]([N:23]([CH2:35][CH2:36][CH3:37])[C:24]([C:26]1[CH:27]=[C:28](B(O)O)[CH:29]=[CH:30][CH:31]=1)=[O:25])[CH2:21][CH3:22], predict the reaction product. The product is: [C:14]([C:7]1[C:6]([OH:16])=[C:5]([OH:4])[CH:10]=[C:9]([C:11]#[N:12])[C:8]=1[C:28]1[CH:29]=[CH:30][CH:31]=[C:26]([C:24]([N:23]([CH2:35][CH2:36][CH3:37])[CH2:20][CH2:21][CH3:22])=[O:25])[CH:27]=1)#[N:15]. (4) Given the reactants Cl[C:2]1[CH:15]=[CH:14][C:5]([C:6]([NH:8][CH2:9][CH2:10][CH2:11][O:12][CH3:13])=[O:7])=[CH:4][N:3]=1.[NH2:16][NH2:17].C1(C)C=CC=CC=1, predict the reaction product. The product is: [NH:16]([C:2]1[CH:15]=[CH:14][C:5]([C:6]([NH:8][CH2:9][CH2:10][CH2:11][O:12][CH3:13])=[O:7])=[CH:4][N:3]=1)[NH2:17]. (5) Given the reactants [Br:1][C:2]1[C:3]([S:9][CH3:10])=[N:4][C:5](Cl)=[N:6][CH:7]=1.Cl.[CH3:12][C:13]1([NH2:16])[CH2:15][CH2:14]1.CCN(C(C)C)C(C)C, predict the reaction product. The product is: [Br:1][C:2]1[C:3]([S:9][CH3:10])=[N:4][C:5]([NH:16][C:13]2([CH3:12])[CH2:15][CH2:14]2)=[N:6][CH:7]=1. (6) Given the reactants Br[C:2]1[CH:3]=[C:4]2[C:9](=[CH:10][CH:11]=1)[CH2:8][CH:7]([N:12]([CH2:20][C:21]1[N:26]=[CH:25][C:24]3[O:27][CH2:28][CH2:29][O:30][C:23]=3[CH:22]=1)[C:13](=[O:19])[O:14][C:15]([CH3:18])([CH3:17])[CH3:16])[CH2:6][CH2:5]2.[C:31](=[NH:44])([C:38]1[CH:43]=[CH:42][CH:41]=[CH:40][CH:39]=1)[C:32]1[CH:37]=[CH:36][CH:35]=[CH:34][CH:33]=1.CC(C)([O-])C.[Na+], predict the reaction product. The product is: [O:30]1[C:23]2[CH:22]=[C:21]([CH2:20][N:12]([CH:7]3[CH2:6][CH2:5][C:4]4[C:9](=[CH:10][CH:11]=[C:2]([N:44]=[C:31]([C:32]5[CH:37]=[CH:36][CH:35]=[CH:34][CH:33]=5)[C:38]5[CH:43]=[CH:42][CH:41]=[CH:40][CH:39]=5)[CH:3]=4)[CH2:8]3)[C:13](=[O:19])[O:14][C:15]([CH3:16])([CH3:17])[CH3:18])[N:26]=[CH:25][C:24]=2[O:27][CH2:28][CH2:29]1. (7) The product is: [CH2:33]([O:32][C:30](=[O:31])[NH:19][CH2:18][CH:15]1[CH2:14][C:13]2[CH:12]=[CH:11][CH:10]=[C:9]([C:4]3[CH:5]=[CH:6][CH:7]=[CH:8][C:3]=3[O:2][CH3:1])[C:17]=2[O:16]1)[C:34]1[CH:39]=[CH:38][CH:37]=[CH:36][CH:35]=1. Given the reactants [CH3:1][O:2][C:3]1[CH:8]=[CH:7][CH:6]=[CH:5][C:4]=1[C:9]1[C:17]2[O:16][CH:15]([CH2:18][NH2:19])[CH2:14][C:13]=2[CH:12]=[CH:11][CH:10]=1.C(N(C(C)C)CC)(C)C.Cl[C:30]([O:32][CH2:33][C:34]1[CH:39]=[CH:38][CH:37]=[CH:36][CH:35]=1)=[O:31], predict the reaction product. (8) Given the reactants [CH3:1][C:2]1[C:7]([NH2:8])=[CH:6][CH:5]=[C:4]([CH:9]2[CH2:13][CH2:12][N:11]([CH2:14][C:15]3[CH:20]=[CH:19][CH:18]=[CH:17][CH:16]=3)[CH2:10]2)[N:3]=1.N1C=CC=CC=1.[CH3:27][C:28]1[C:32]([CH2:33][O:34][C:35]2[CH:40]=[CH:39][C:38]([S:41](Cl)(=[O:43])=[O:42])=[CH:37][CH:36]=2)=[C:31]([CH3:45])[O:30][N:29]=1, predict the reaction product. The product is: [CH3:27][C:28]1[C:32]([CH2:33][O:34][C:35]2[CH:36]=[CH:37][C:38]([S:41]([NH:8][C:7]3[C:2]([CH3:1])=[N:3][C:4]([CH:9]4[CH2:13][CH2:12][N:11]([CH2:14][C:15]5[CH:20]=[CH:19][CH:18]=[CH:17][CH:16]=5)[CH2:10]4)=[CH:5][CH:6]=3)(=[O:43])=[O:42])=[CH:39][CH:40]=2)=[C:31]([CH3:45])[O:30][N:29]=1. (9) The product is: [NH:15]1[C:11]2=[N:12][CH:13]=[N:14][C:9]([NH:8][CH:3]3[CH2:4][CH2:5][CH2:6][CH2:7][N:1]([C:49](=[O:50])[CH2:48][NH:47][C:42]4[CH:41]=[C:40]([Cl:39])[CH:45]=[C:44]([Cl:46])[CH:43]=4)[CH2:2]3)=[C:10]2[CH:17]=[N:16]1. Given the reactants [NH:1]1[CH2:7][CH2:6][CH2:5][CH2:4][CH:3]([NH:8][C:9]2[N:14]=[CH:13][N:12]=[C:11]3[NH:15][N:16]=[CH:17][C:10]=23)[CH2:2]1.CCN=C=NCCCN(C)C.C1C=CC2N(O)N=NC=2C=1.[Cl:39][C:40]1[CH:41]=[C:42]([NH:47][CH2:48][C:49](O)=[O:50])[CH:43]=[C:44]([Cl:46])[CH:45]=1.CCN(C(C)C)C(C)C, predict the reaction product.